This data is from Catalyst prediction with 721,799 reactions and 888 catalyst types from USPTO. The task is: Predict which catalyst facilitates the given reaction. (1) The catalyst class is: 21. Reactant: [Cl:1][C:2]1[CH:7]=[CH:6][CH:5]=[C:4]([Cl:8])[C:3]=1[NH:9][C:10]1[NH:11][C:12]2[C:18]3[CH2:19][C:20]([CH3:23])([CH3:22])[O:21][C:17]=3[C:16]([C:24]([NH:26][C:27]3[CH:32]=[CH:31][C:30]([C:33]([F:36])([F:35])[F:34])=[CH:29][N:28]=3)=[O:25])=[CH:15][C:13]=2[N:14]=1.[CH3:37][S:38]([OH:41])(=[O:40])=[O:39]. Product: [CH3:37][S:38]([OH:41])(=[O:40])=[O:39].[Cl:8][C:4]1[CH:5]=[CH:6][CH:7]=[C:2]([Cl:1])[C:3]=1[NH:9][C:10]1[NH:11][C:12]2[C:18]3[CH2:19][C:20]([CH3:22])([CH3:23])[O:21][C:17]=3[C:16]([C:24]([NH:26][C:27]3[CH:32]=[CH:31][C:30]([C:33]([F:36])([F:35])[F:34])=[CH:29][N:28]=3)=[O:25])=[CH:15][C:13]=2[N:14]=1. (2) Reactant: Cl.[CH2:2]1[C:11]2[C:6](=[C:7]([NH:12][S:13]([CH3:16])(=[O:15])=[O:14])[CH:8]=[CH:9][CH:10]=2)[CH2:5][CH2:4][NH:3]1.Cl.[N:18]1([C:23](N)=[NH:24])C=CC=N1.C(N(C(C)C)CC)(C)C.[OH-].[Na+]. Product: [C:23]([N:3]1[CH2:4][CH2:5][C:6]2[C:11](=[CH:10][CH:9]=[CH:8][C:7]=2[NH:12][S:13]([CH3:16])(=[O:15])=[O:14])[CH2:2]1)(=[NH:18])[NH2:24]. The catalyst class is: 3. (3) Reactant: [F:1][C:2]1[C:3]([C:9]([OH:11])=O)=[N:4][CH:5]=[C:6]([F:8])[CH:7]=1.C1N=CN(C(N2C=NC=C2)=O)C=1.Cl.[CH3:25][NH:26][O:27][CH3:28].CCN(C(C)C)C(C)C. Product: [F:1][C:2]1[C:3]([C:9]([N:26]([O:27][CH3:28])[CH3:25])=[O:11])=[N:4][CH:5]=[C:6]([F:8])[CH:7]=1. The catalyst class is: 1. (4) Reactant: [CH:1]1[C:10]2[C:5](=[CH:6][C:7]([C:11]3[CH:12]=[N:13][N:14]([CH2:16][C@@H:17]([NH:29]C(=O)OC(C)(C)C)[CH2:18][C:19]4[CH:24]=[CH:23][C:22]([C:25]([F:28])([F:27])[F:26])=[CH:21][CH:20]=4)[CH:15]=3)=[CH:8][CH:9]=2)[CH:4]=[CH:3][N:2]=1.C(O)(C(F)(F)F)=O. Product: [CH:1]1[C:10]2[C:5](=[CH:6][C:7]([C:11]3[CH:12]=[N:13][N:14]([CH2:16][C@@H:17]([NH2:29])[CH2:18][C:19]4[CH:20]=[CH:21][C:22]([C:25]([F:27])([F:26])[F:28])=[CH:23][CH:24]=4)[CH:15]=3)=[CH:8][CH:9]=2)[CH:4]=[CH:3][N:2]=1. The catalyst class is: 2. (5) The catalyst class is: 31. Reactant: [NH2:1][C:2]1[N:7]=[CH:6][C:5]([C:8]([O:10][CH3:11])=[O:9])=[CH:4][C:3]=1[OH:12].[CH3:13][C@@H:14]1[C@H:18](OS(C)(=O)=O)[CH2:17][N:16]([C:24]([O:26][C:27]([CH3:30])([CH3:29])[CH3:28])=[O:25])[CH2:15]1.C(=O)([O-])[O-].[Cs+].[Cs+]. Product: [NH2:1][C:2]1[N:7]=[CH:6][C:5]([C:8]([O:10][CH3:11])=[O:9])=[CH:4][C:3]=1[O:12][C@@H:18]1[C@@H:14]([CH3:13])[CH2:15][N:16]([C:24]([O:26][C:27]([CH3:28])([CH3:30])[CH3:29])=[O:25])[CH2:17]1. (6) Reactant: [Cr](O)(O)(=O)=O.[F:6][C:7]1[CH:16]=[CH:15][CH:14]=[C:13]2[C:8]=1[CH2:9][C:10]([CH3:28])([CH3:27])[N:11]=[C:12]2[C:17]1[CH:18]=[N:19][C:20]2[C:25]([CH:26]=1)=[CH:24][CH:23]=[CH:22][CH:21]=2.S([O-])([O-])=[O:30].[Na+].[Na+].C(=O)([O-])O.[Na+]. Product: [F:6][C:7]1[CH:16]=[CH:15][CH:14]=[C:13]2[C:8]=1[C:9](=[O:30])[C:10]([CH3:28])([CH3:27])[N:11]=[C:12]2[C:17]1[CH:18]=[N:19][C:20]2[C:25]([CH:26]=1)=[CH:24][CH:23]=[CH:22][CH:21]=2. The catalyst class is: 211. (7) Reactant: [CH2:1]([NH:3][C:4]([NH:6][C:7]1[CH:12]=[CH:11][C:10]([C:13]2[N:14]=[C:15]([N:22]3[CH2:27][CH2:26][O:25][CH2:24][C@@H:23]3[CH3:28])[C:16]3[CH2:21][NH:20][CH2:19][C:17]=3[N:18]=2)=[CH:9][C:8]=1[F:29])=[O:5])[CH3:2].C(N(CC)CC)C.[C:37]([N:40]1[CH2:45][CH2:44][C:43](=O)[CH2:42][CH2:41]1)(=[O:39])[CH3:38].C(O[BH-](OC(=O)C)OC(=O)C)(=O)C.[Na+]. Product: [C:37]([N:40]1[CH2:45][CH2:44][CH:43]([N:20]2[CH2:21][C:16]3[C:15]([N:22]4[CH2:27][CH2:26][O:25][CH2:24][C@@H:23]4[CH3:28])=[N:14][C:13]([C:10]4[CH:11]=[CH:12][C:7]([NH:6][C:4]([NH:3][CH2:1][CH3:2])=[O:5])=[C:8]([F:29])[CH:9]=4)=[N:18][C:17]=3[CH2:19]2)[CH2:42][CH2:41]1)(=[O:39])[CH3:38]. The catalyst class is: 1. (8) Reactant: Br[C:2]1[CH:3]=[C:4]2[N:12]([C:13]([O:15][C:16]([CH3:19])([CH3:18])[CH3:17])=[O:14])[CH:11]=[C:10]([CH2:20][C:21]([O:23][CH2:24][CH3:25])=[O:22])[C:5]2=[N:6][C:7]=1[O:8][CH3:9].[CH3:26]B(O)O.[O-]P([O-])([O-])=O.[K+].[K+].[K+]. The catalyst class is: 151. Product: [CH2:24]([O:23][C:21](=[O:22])[CH2:20][C:10]1[C:5]2=[N:6][C:7]([O:8][CH3:9])=[C:2]([CH3:26])[CH:3]=[C:4]2[N:12]([C:13]([O:15][C:16]([CH3:19])([CH3:18])[CH3:17])=[O:14])[CH:11]=1)[CH3:25].[CH3:9][O:8][C:7]1[N:6]=[C:5]2[C:10]([CH2:20][C:21]([O:23][CH2:24][CH3:25])=[O:22])=[CH:11][NH:12][C:4]2=[CH:3][C:2]=1[CH3:26]. (9) Reactant: O[CH2:2][CH2:3][N:4]1[C:13]2[N:12]=[C:11]([C:14]#[N:15])[N:10]=[C:9]([N:16]3[CH2:21][CH2:20][CH2:19][CH2:18][CH2:17]3)[C:8]=2[NH:7][CH2:6][CH2:5]1.C1(P(C2C=CC=CC=2)C2C=CC=CC=2)C=CC=CC=1.[C:41]1(=[O:51])[NH:45][C:44](=[O:46])[C:43]2=[CH:47][CH:48]=[CH:49][CH:50]=[C:42]12.CCOC(/N=N/C(OCC)=O)=O. Product: [O:46]=[C:44]1[C:43]2[C:42](=[CH:50][CH:49]=[CH:48][CH:47]=2)[C:41](=[O:51])[N:45]1[CH2:2][CH2:3][N:4]1[C:13]2[N:12]=[C:11]([C:14]#[N:15])[N:10]=[C:9]([N:16]3[CH2:21][CH2:20][CH2:19][CH2:18][CH2:17]3)[C:8]=2[NH:7][CH2:6][CH2:5]1. The catalyst class is: 54.